Predict the reactants needed to synthesize the given product. From a dataset of Full USPTO retrosynthesis dataset with 1.9M reactions from patents (1976-2016). (1) Given the product [F:1][C:2]([F:17])([F:16])[C:3]([NH:5][C:6]1[N:7]=[C:8]2[CH:13]=[CH:12][C:11]([CH:26]=[O:27])=[CH:10][N:9]2[CH:15]=1)=[O:4], predict the reactants needed to synthesize it. The reactants are: [F:1][C:2]([F:17])([F:16])[C:3]([NH:5][C:6]1[N:7]=[C:8]2[CH:13]=[CH:12][C:11](I)=[CH:10][N:9]2[CH:15]=1)=[O:4].C([Mg]Cl)(C)C.CN([CH:26]=[O:27])C.[NH4+].[Cl-]. (2) The reactants are: Cl.Cl.[CH2:3]1[C:6]2([CH2:11][CH2:10][NH:9][CH2:8][CH2:7]2)[CH2:5][CH:4]1[NH:12][C:13]1[CH:22]=[CH:21][C:16]2[NH:17][C:18](=[O:20])[O:19][C:15]=2[CH:14]=1.C(=O)([O-])O.[Na+].Cl[C:29]([O:31][CH2:32][C:33]1[CH:38]=[CH:37][CH:36]=[CH:35][CH:34]=1)=[O:30]. Given the product [O:20]=[C:18]1[NH:17][C:16]2[CH:21]=[CH:22][C:13]([NH:12][CH:4]3[CH2:5][C:6]4([CH2:11][CH2:10][N:9]([C:29]([O:31][CH2:32][C:33]5[CH:38]=[CH:37][CH:36]=[CH:35][CH:34]=5)=[O:30])[CH2:8][CH2:7]4)[CH2:3]3)=[CH:14][C:15]=2[O:19]1, predict the reactants needed to synthesize it. (3) Given the product [CH3:24][C:21]1[N:20]=[N:19][C:18]([N:2]2[CH:3]=[C:4]3[CH2:5][N:6]([C:10]([O:12][C:13]([CH3:16])([CH3:15])[CH3:14])=[O:11])[CH2:7][CH2:8][C:9]3=[N:1]2)=[CH:23][CH:22]=1, predict the reactants needed to synthesize it. The reactants are: [NH:1]1[C:9]2[CH2:8][CH2:7][N:6]([C:10]([O:12][C:13]([CH3:16])([CH3:15])[CH3:14])=[O:11])[CH2:5][C:4]=2[CH:3]=[N:2]1.Cl[C:18]1[N:19]=[N:20][C:21]([CH3:24])=[CH:22][CH:23]=1.CC(C1C=C(C(C)C)C(C2C(P(C(C)(C)C)C(C)(C)C)=CC=CC=2)=C(C(C)C)C=1)C.CC([O-])(C)C.[Na+]. (4) Given the product [Cl:1][C:2]1[C:3]([C:13]([F:16])([F:15])[F:14])=[N:4][N:5]([CH:8]([CH3:12])[C:9]([N:28]2[CH2:29][CH2:30][CH2:31][C:32]3[N:24]([C:21]4[CH:22]=[CH:23][C:18]([F:17])=[CH:19][CH:20]=4)[N:25]=[CH:26][C:27]2=3)=[O:11])[C:6]=1[CH3:7], predict the reactants needed to synthesize it. The reactants are: [Cl:1][C:2]1[C:3]([C:13]([F:16])([F:15])[F:14])=[N:4][N:5]([CH:8]([CH3:12])[C:9]([OH:11])=O)[C:6]=1[CH3:7].[F:17][C:18]1[CH:23]=[CH:22][C:21]([N:24]2[C:32]3[CH2:31][CH2:30][CH2:29][NH:28][C:27]=3[CH:26]=[N:25]2)=[CH:20][CH:19]=1.